From a dataset of Full USPTO retrosynthesis dataset with 1.9M reactions from patents (1976-2016). Predict the reactants needed to synthesize the given product. Given the product [O:24]1[C:16]2[CH:15]=[CH:14][C:19]([CH2:20][NH:13][CH2:12][CH2:11][CH2:10][Br:9])=[CH:18][C:17]=2[O:22][CH2:23]1, predict the reactants needed to synthesize it. The reactants are: C(N(CC)CC)C.Br.[Br:9][CH2:10][CH2:11][CH2:12][NH2:13].[CH:14]1[C:19]([CH:20]=O)=[CH:18][C:17]2[O:22][CH2:23][O:24][C:16]=2[CH:15]=1.C(O[BH-](OC(=O)C)OC(=O)C)(=O)C.[Na+].C([O-])([O-])=O.[K+].[K+].